Dataset: Full USPTO retrosynthesis dataset with 1.9M reactions from patents (1976-2016). Task: Predict the reactants needed to synthesize the given product. (1) Given the product [CH:2]1[C:12]2[CH2:11][CH2:10][C:9]3[CH:13]=[CH:14][CH:15]=[CH:16][C:8]=3[C:7](=[CH:17][CH2:18][CH2:19][NH:20][S:36]([C:33]3[CH:32]=[CH:31][C:30]([C:28]#[N:29])=[CH:35][CH:34]=3)(=[O:38])=[O:37])[C:6]=2[CH:5]=[CH:4][CH:3]=1, predict the reactants needed to synthesize it. The reactants are: Cl.[CH:2]1[C:12]2[CH2:11][CH2:10][C:9]3[CH:13]=[CH:14][CH:15]=[CH:16][C:8]=3[C:7](=[CH:17][CH2:18][CH2:19][NH2:20])[C:6]=2[CH:5]=[CH:4][CH:3]=1.C(N(CC)CC)C.[C:28]([C:30]1[CH:35]=[CH:34][C:33]([S:36](Cl)(=[O:38])=[O:37])=[CH:32][CH:31]=1)#[N:29]. (2) The reactants are: Br[C:2]1[CH:11]=[CH:10][C:9]2[N:8]=[CH:7][C:6]3[N:12]([CH3:23])[C:13](=[O:22])[N:14]([C:15]4[C:16]([CH3:21])=[N:17][N:18]([CH3:20])[CH:19]=4)[C:5]=3[C:4]=2[CH:3]=1.[OH:24][C:25]1[CH:26]=[C:27](B(O)O)[CH:28]=[C:29]([C:31]([F:34])([F:33])[F:32])[CH:30]=1. Given the product [CH3:20][N:18]1[CH:19]=[C:15]([N:14]2[C:5]3[C:4]4[CH:3]=[C:2]([C:27]5[CH:28]=[C:29]([C:31]([F:34])([F:32])[F:33])[CH:30]=[C:25]([OH:24])[CH:26]=5)[CH:11]=[CH:10][C:9]=4[N:8]=[CH:7][C:6]=3[N:12]([CH3:23])[C:13]2=[O:22])[C:16]([CH3:21])=[N:17]1, predict the reactants needed to synthesize it. (3) Given the product [O:34]=[C:19]1[C:20]2[C:21](=[N:22][C:23]3[CH:24]=[CH:25][CH:26]=[CH:27][C:28]=3[CH:29]=2)[O:30][C:31]2[C:18]1=[CH:17][C:16]([C:13]1[CH:14]=[CH:15][C:10]([CH2:9][N:7]3[CH2:8][CH:5]([C:3]([OH:4])=[O:2])[CH2:6]3)=[CH:11][CH:12]=1)=[CH:33][CH:32]=2, predict the reactants needed to synthesize it. The reactants are: C[O:2][C:3]([CH:5]1[CH2:8][N:7]([CH2:9][C:10]2[CH:15]=[CH:14][C:13]([C:16]3[CH:17]=[C:18]4[C:31](=[CH:32][CH:33]=3)[O:30][C:21]3=[N:22][C:23]5[CH:24]=[CH:25][CH:26]=[CH:27][C:28]=5[CH:29]=[C:20]3[C:19]4=[O:34])=[CH:12][CH:11]=2)[CH2:6]1)=[O:4].COC(C1CN(CC2C=CC(OCC3C4C=C(Cl)C=CC=4OC=3)=CC=2)C1)=O. (4) Given the product [F:40][C@H:38]1[CH2:39][C@H:37]1[N:33]1[C:34]2[C:29](=[CH:28][CH:27]=[C:26]([N:15]3[CH2:16][CH2:17][C@@H:13]([C:10]4([NH:8][CH3:9])[CH2:11][CH2:12]4)[CH2:14]3)[C:35]=2[CH3:36])[C:30](=[O:44])[C:31]([C:41]([OH:43])=[O:42])=[CH:32]1, predict the reactants needed to synthesize it. The reactants are: C(OC([N:8]([C:10]1([C@@H:13]2[CH2:17][CH2:16][NH:15][CH2:14]2)[CH2:12][CH2:11]1)[CH3:9])=O)(C)(C)C.C(N(CC)CC)C.F[C:26]1[C:35]([CH3:36])=[C:34]2[C:29]([C:30](=[O:44])[C:31]([C:41]([OH:43])=[O:42])=[CH:32][N:33]2[C@@H:37]2[CH2:39][C@@H:38]2[F:40])=[CH:28][CH:27]=1.